Regression. Given two drug SMILES strings and cell line genomic features, predict the synergy score measuring deviation from expected non-interaction effect. From a dataset of NCI-60 drug combinations with 297,098 pairs across 59 cell lines. (1) Drug 1: C1=NC2=C(N1)C(=S)N=C(N2)N. Drug 2: COCCOC1=C(C=C2C(=C1)C(=NC=N2)NC3=CC=CC(=C3)C#C)OCCOC.Cl. Cell line: OVCAR-4. Synergy scores: CSS=29.6, Synergy_ZIP=1.62, Synergy_Bliss=4.36, Synergy_Loewe=-0.853, Synergy_HSA=4.81. (2) Drug 1: CNC(=O)C1=CC=CC=C1SC2=CC3=C(C=C2)C(=NN3)C=CC4=CC=CC=N4. Drug 2: CNC(=O)C1=NC=CC(=C1)OC2=CC=C(C=C2)NC(=O)NC3=CC(=C(C=C3)Cl)C(F)(F)F. Cell line: TK-10. Synergy scores: CSS=6.58, Synergy_ZIP=-8.18, Synergy_Bliss=-13.4, Synergy_Loewe=-14.9, Synergy_HSA=-14.4. (3) Drug 1: CCN(CC)CCCC(C)NC1=C2C=C(C=CC2=NC3=C1C=CC(=C3)Cl)OC. Drug 2: C(CN)CNCCSP(=O)(O)O. Cell line: 786-0. Synergy scores: CSS=39.1, Synergy_ZIP=0.914, Synergy_Bliss=-0.660, Synergy_Loewe=-55.3, Synergy_HSA=-1.62.